Dataset: Full USPTO retrosynthesis dataset with 1.9M reactions from patents (1976-2016). Task: Predict the reactants needed to synthesize the given product. Given the product [Cl:29][C:24]1[CH:23]=[C:22]([CH:27]=[CH:26][C:25]=1[Cl:28])[CH2:21][N:18]1[CH2:19][CH2:20][NH:15][CH2:16][CH2:17]1, predict the reactants needed to synthesize it. The reactants are: C(O)(C(F)(F)F)=O.C(OC([N:15]1[CH2:20][CH2:19][N:18]([CH2:21][C:22]2[CH:27]=[CH:26][C:25]([Cl:28])=[C:24]([Cl:29])[CH:23]=2)[CH2:17][CH2:16]1)=O)(C)(C)C.[OH-].[Na+].